From a dataset of Full USPTO retrosynthesis dataset with 1.9M reactions from patents (1976-2016). Predict the reactants needed to synthesize the given product. (1) Given the product [Br:2][C:3]1[N:14]=[CH:13][C:6]2=[N:7][C:8]([Cl:17])=[C:9]([Cl:1])[N:10]=[C:5]2[CH:4]=1, predict the reactants needed to synthesize it. The reactants are: [ClH:1].[Br:2][C:3]1[N:14]=[CH:13][C:6]2[NH:7][C:8](=O)[C:9](=O)[NH:10][C:5]=2[CH:4]=1.S(Cl)([Cl:17])=O.CN(C)C=O. (2) Given the product [CH3:1][N:2]([CH2:13][C:14]1[NH:18][C:17]2[CH:19]=[CH:20][CH:21]=[C:22]([CH2:23][CH2:24][CH:25]=[O:26])[C:16]=2[N:15]=1)[CH:3]1[C:12]2[N:11]=[CH:10][CH:9]=[CH:8][C:7]=2[CH2:6][CH2:5][CH2:4]1, predict the reactants needed to synthesize it. The reactants are: [CH3:1][N:2]([CH2:13][C:14]1[NH:18][C:17]2[CH:19]=[CH:20][CH:21]=[C:22]([CH2:23][CH2:24][CH2:25][OH:26])[C:16]=2[N:15]=1)[CH:3]1[C:12]2[N:11]=[CH:10][CH:9]=[CH:8][C:7]=2[CH2:6][CH2:5][CH2:4]1. (3) Given the product [NH:15]1[CH2:19][CH2:18][C@@H:17]([NH:20][C:21](=[O:28])[O:22][C@H:23]2[CH2:27][CH2:26][O:25][CH2:24]2)[CH2:16]1, predict the reactants needed to synthesize it. The reactants are: C(O)(C(F)(F)F)=O.C(OC([N:15]1[CH2:19][CH2:18][C@@H:17]([NH:20][C:21](=[O:28])[O:22][C@H:23]2[CH2:27][CH2:26][O:25][CH2:24]2)[CH2:16]1)=O)(C)(C)C.